From a dataset of Retrosynthesis with 50K atom-mapped reactions and 10 reaction types from USPTO. Predict the reactants needed to synthesize the given product. (1) Given the product Cc1cncc(OCC2CCN(Cc3ccccc3)C2)c1, predict the reactants needed to synthesize it. The reactants are: Brc1cncc(OCC2CCN(Cc3ccccc3)C2)c1.C[Mg+]. (2) Given the product COc1ccc(C(=O)c2cn(Cc3cccc(C)n3)c3nc(C)c(C)cc3c2=O)cc1F, predict the reactants needed to synthesize it. The reactants are: CON(C)C(=O)c1cn(Cc2cccc(C)n2)c2nc(C)c(C)cc2c1=O.COc1ccc([Mg+])cc1F. (3) The reactants are: NC(=O)c1cnccn1. Given the product NC(=O)C1CNCCN1, predict the reactants needed to synthesize it. (4) Given the product CS(=O)(=O)c1ccc(-n2ncc(C(=O)NC(=N)N)c2C2CC2)c(Cl)c1, predict the reactants needed to synthesize it. The reactants are: COC(=O)c1cnn(-c2ccc(S(C)(=O)=O)cc2Cl)c1C1CC1.N=C(N)N. (5) Given the product Nc1nccc(-c2sc(N3CCOCC3)nc2-c2cccc(NS(=O)(=O)c3ccoc3)c2Cl)n1, predict the reactants needed to synthesize it. The reactants are: O=S(=O)(Nc1cccc(-c2nc(N3CCOCC3)sc2-c2ccnc(Cl)n2)c1Cl)c1ccoc1.[NH4+]. (6) Given the product Nc1cn2cc(Br)ccc2n1, predict the reactants needed to synthesize it. The reactants are: O=C(Nc1cn2cc(Br)ccc2n1)C(F)(F)F. (7) Given the product NCCN1CCC(COC(=O)c2cc(Cl)c(N)c3c2OCCO3)CC1, predict the reactants needed to synthesize it. The reactants are: N#CCN1CCC(COC(=O)c2cc(Cl)c(N)c3c2OCCO3)CC1.